Task: Predict the reaction yield, written as a fraction of the theoretical maximum amount of product (1.0 means a 100% yield; for example, 0.34 means a 34% yield).. Dataset: Reaction yield outcomes from USPTO patents with 853,638 reactions (1) The product is [OH:42][CH:41]([CH2:43][OH:31])[CH2:40][N:9]([C:6]1[CH:7]=[CH:8][C:3]([O:2][CH3:1])=[CH:4][CH:5]=1)[S:10]([C:13]1[C:18]([F:19])=[C:17]([F:20])[C:16]([F:21])=[C:15]([F:22])[C:14]=1[F:23])(=[O:12])=[O:11]. The reactants are [CH3:1][O:2][C:3]1[CH:8]=[CH:7][C:6]([N:9](CC=C)[S:10]([C:13]2[C:18]([F:19])=[C:17]([F:20])[C:16]([F:21])=[C:15]([F:22])[C:14]=2[F:23])(=[O:12])=[O:11])=[CH:5][CH:4]=1.C[N+]1([O-])CC[O:31]CC1.OS([O-])=O.[Na+].[CH3:40][C:41]([CH3:43])=[O:42].O. The yield is 0.830. The catalyst is O=[Os](=O)(=O)=O. (2) The reactants are Br[C:2]1[CH:3]=[C:4]([C:14]([NH:16][CH2:17][C:18]2[C:19](=[O:26])[NH:20][C:21]([CH3:25])=[CH:22][C:23]=2[CH3:24])=[O:15])[C:5]2[CH:6]=[N:7][N:8]([CH:11]([CH3:13])[CH3:12])[C:9]=2[CH:10]=1.[CH3:27][N:28]1[CH:32]=[C:31](B2OC(C)(C)C(C)(C)O2)[CH:30]=[N:29]1.C(=O)(O)[O-].[Na+]. The catalyst is O1CCOCC1.O.C1C=CC(P(C2C=CC=CC=2)[C-]2C=CC=C2)=CC=1.C1C=CC(P(C2C=CC=CC=2)[C-]2C=CC=C2)=CC=1.Cl[Pd]Cl.[Fe+2].C(Cl)Cl. The product is [CH3:24][C:23]1[CH:22]=[C:21]([CH3:25])[NH:20][C:19](=[O:26])[C:18]=1[CH2:17][NH:16][C:14]([C:4]1[C:5]2[CH:6]=[N:7][N:8]([CH:11]([CH3:13])[CH3:12])[C:9]=2[CH:10]=[C:2]([C:31]2[CH:30]=[N:29][N:28]([CH3:27])[CH:32]=2)[CH:3]=1)=[O:15]. The yield is 0.760.